Task: Predict the product of the given reaction.. Dataset: Forward reaction prediction with 1.9M reactions from USPTO patents (1976-2016) (1) Given the reactants [F:1][C:2]([F:9])([F:8])[C:3]1[CH:7]=[CH:6][NH:5][N:4]=1.Cl[C:11]1[C:16]([Cl:17])=[CH:15][CH:14]=[CH:13][N:12]=1.C(=O)([O-])[O-].[K+].[K+].CN(C)C=O, predict the reaction product. The product is: [Cl:17][C:16]1[C:11]([N:5]2[CH:6]=[CH:7][C:3]([C:2]([F:9])([F:8])[F:1])=[N:4]2)=[N:12][CH:13]=[CH:14][CH:15]=1. (2) The product is: [F:22][C:23]1[CH:24]=[CH:25][C:26]([C@@H:29]([NH:31][C:2]2[N:7]=[C:6]([NH:8][C:9]3[CH:13]=[C:12]([O:14][CH:15]([CH3:17])[CH3:16])[NH:11][N:10]=3)[C:5]([N+:18]([O-:20])=[O:19])=[CH:4][CH:3]=2)[CH3:30])=[N:27][CH:28]=1. Given the reactants Cl[C:2]1[N:7]=[C:6]([NH:8][C:9]2[CH:13]=[C:12]([O:14][CH:15]([CH3:17])[CH3:16])[NH:11][N:10]=2)[C:5]([N+:18]([O-:20])=[O:19])=[CH:4][CH:3]=1.Cl.[F:22][C:23]1[CH:24]=[CH:25][C:26]([C@@H:29]([NH2:31])[CH3:30])=[N:27][CH:28]=1.C(N(C(C)C)CC)(C)C, predict the reaction product. (3) Given the reactants C([O-])([O-])=O.[K+].[K+].Br[CH:8]([C:12]1[C:21]2[O:20][CH2:19][CH2:18][O:17][C:16]=2[CH:15]=[CH:14][CH:13]=1)[C:9]([OH:11])=[O:10].[CH3:22][N:23]1[CH2:28][CH2:27][NH:26][CH2:25][CH2:24]1, predict the reaction product. The product is: [O:17]1[C:16]2[CH:15]=[CH:14][CH:13]=[C:12]([CH:8]([N:26]3[CH2:27][CH2:28][N:23]([CH3:22])[CH2:24][CH2:25]3)[C:9]([OH:11])=[O:10])[C:21]=2[O:20][CH2:19][CH2:18]1. (4) Given the reactants [N+:1]([C:4]1[CH:8]=[CH:7][NH:6][N:5]=1)([O-:3])=[O:2].Cl[C:10]1[N:15]=[CH:14][C:13]([C:16]([O:18][C:19]([CH3:22])([CH3:21])[CH3:20])=[O:17])=[CH:12][CH:11]=1.C(=O)([O-])[O-].[Cs+].[Cs+], predict the reaction product. The product is: [N+:1]([C:4]1[CH:8]=[CH:7][N:6]([C:10]2[N:15]=[CH:14][C:13]([C:16]([O:18][C:19]([CH3:22])([CH3:21])[CH3:20])=[O:17])=[CH:12][CH:11]=2)[N:5]=1)([O-:3])=[O:2]. (5) Given the reactants Cl.Cl.[CH3:3][C:4]1[CH:9]=[C:8]([C:10](=O)[CH2:11][NH2:12])[CH:7]=[CH:6][N:5]=1.[S-:14][C:15]#[N:16].[K+], predict the reaction product. The product is: [CH3:3][C:4]1[CH:9]=[C:8]([C:10]2[NH:16][C:15](=[S:14])[NH:12][CH:11]=2)[CH:7]=[CH:6][N:5]=1. (6) Given the reactants [CH3:1][O:2][C:3]1[CH:4]=[C:5]([C:13]2[CH:18]=[C:17]([CH2:19][N:20]3[CH2:25][CH2:24][NH:23][CH2:22][CH2:21]3)[CH:16]=[CH:15][N:14]=2)[CH:6]=[C:7]([O:11][CH3:12])[C:8]=1[O:9][CH3:10].C(=O)([O-])O.[Na+].[CH3:31][O:32][C:33]1[CH:34]=[C:35]([C:43]2[CH:51]=[CH:50][C:46]([C:47](Cl)=[O:48])=[CH:45][CH:44]=2)[CH:36]=[C:37]([O:41][CH3:42])[C:38]=1[O:39][CH3:40].O, predict the reaction product. The product is: [CH3:31][O:32][C:33]1[CH:34]=[C:35]([C:43]2[CH:51]=[CH:50][C:46]([C:47]([N:23]3[CH2:24][CH2:25][N:20]([CH2:19][C:17]4[CH:16]=[CH:15][N:14]=[C:13]([C:5]5[CH:6]=[C:7]([O:11][CH3:12])[C:8]([O:9][CH3:10])=[C:3]([O:2][CH3:1])[CH:4]=5)[CH:18]=4)[CH2:21][CH2:22]3)=[O:48])=[CH:45][CH:44]=2)[CH:36]=[C:37]([O:41][CH3:42])[C:38]=1[O:39][CH3:40].